Dataset: Catalyst prediction with 721,799 reactions and 888 catalyst types from USPTO. Task: Predict which catalyst facilitates the given reaction. (1) Reactant: [CH2:1]([O:3][C:4]1[CH:9]=[CH:8][CH:7]=[CH:6][C:5]=1[C:10]1(O)[C:18]2[C:13](=[CH:14][CH:15]=[C:16]([O:19][CH3:20])[CH:17]=2)[NH:12][C:11]1=[O:21])[CH3:2].N1C=CC=CC=1.O=S(Cl)[Cl:31]. Product: [Cl:31][C:10]1([C:5]2[CH:6]=[CH:7][CH:8]=[CH:9][C:4]=2[O:3][CH2:1][CH3:2])[C:18]2[C:13](=[CH:14][CH:15]=[C:16]([O:19][CH3:20])[CH:17]=2)[NH:12][C:11]1=[O:21]. The catalyst class is: 2. (2) Reactant: Cl.C(N=C=NCCCN(C)C)C.[CH2:13]([O:15][C:16]([N:18]1[CH2:23][CH2:22][N:21]([C:24]2[CH:29]=[CH:28][C:27]([NH2:30])=[CH:26][CH:25]=2)[CH2:20][CH2:19]1)=[O:17])[CH3:14].[I:31][C:32]1[CH:40]=[CH:39][CH:38]=[CH:37][C:33]=1[C:34](O)=[O:35].O. Product: [I:31][C:32]1[CH:40]=[CH:39][CH:38]=[CH:37][C:33]=1[C:34]([NH:30][C:27]1[CH:26]=[CH:25][C:24]([N:21]2[CH2:22][CH2:23][N:18]([C:16]([O:15][CH2:13][CH3:14])=[O:17])[CH2:19][CH2:20]2)=[CH:29][CH:28]=1)=[O:35]. The catalyst class is: 2. (3) Reactant: [CH2:1]([C:5]1[C:13]2[C:8](=[CH:9][CH:10]=[C:11]([C:14]([O:16]CC)=[O:15])[CH:12]=2)[N:7]([CH3:19])[CH:6]=1)[CH2:2][CH2:3][CH3:4].[OH-].[Na+].Cl. Product: [CH2:1]([C:5]1[C:13]2[C:8](=[CH:9][CH:10]=[C:11]([C:14]([OH:16])=[O:15])[CH:12]=2)[N:7]([CH3:19])[CH:6]=1)[CH2:2][CH2:3][CH3:4]. The catalyst class is: 5. (4) Reactant: [C:1]([Cl:6])(=[O:5])[C:2](Cl)=[O:3].[CH2:7]([C:11]1[C:15]2[CH:16]=[CH:17][CH:18]=[CH:19][C:14]=2OC=1C(O)=O)[CH2:8][CH2:9][CH3:10].CN(C=O)C. Product: [CH2:7]([C:11]1[C:15]2[CH:16]=[CH:17][CH:18]=[CH:19][C:14]=2[O:3][C:2]=1[C:1]([Cl:6])=[O:5])[CH2:8][CH2:9][CH3:10]. The catalyst class is: 2. (5) Reactant: [O:1]=[C:2]1[N:15]([CH:16]2C[CH2:20][N:19](C(OC(C)(C)C)=O)[CH2:18][CH2:17]2)[CH2:14][C:6]2[C:7]3[CH:8]=[N:9][NH:10][C:11]=3[CH:12]=[CH:13][C:5]=2[CH2:4][C@H:3]1[NH:29][C:30]([N:32]1[CH2:37][CH2:36][CH:35]([N:38]2[CH2:47][C:46]3[C:41](=[CH:42][CH:43]=[CH:44][CH:45]=3)[NH:40][C:39]2=[O:48])[CH2:34][CH2:33]1)=[O:31].FC(F)(F)C(O)=O. Product: [O:48]=[C:39]1[N:38]([CH:35]2[CH2:36][CH2:37][N:32]([C:30]([NH:29][C@H:3]3[C:2](=[O:1])[N:15]([CH:16]4[CH2:17][CH2:18][NH:19][CH2:20]4)[CH2:14][C:6]4[C:7]5[CH:8]=[N:9][NH:10][C:11]=5[CH:12]=[CH:13][C:5]=4[CH2:4]3)=[O:31])[CH2:33][CH2:34]2)[CH2:47][C:46]2[C:41](=[CH:42][CH:43]=[CH:44][CH:45]=2)[NH:40]1. The catalyst class is: 4. (6) Reactant: C(OC([N:8]1[C:16]2[C:11](=[CH:12][CH:13]=[C:14]([NH:17][C:18]3[CH:19]=[N:20][CH:21]=[CH:22][CH:23]=3)[CH:15]=2)[C:10]([C:24]2[CH:29]=[CH:28][CH:27]=[CH:26][CH:25]=2)=[N:9]1)=O)(C)(C)C.[ClH:30]. Product: [ClH:30].[C:24]1([C:10]2[C:11]3[C:16](=[CH:15][C:14]([NH:17][C:18]4[CH:19]=[N:20][CH:21]=[CH:22][CH:23]=4)=[CH:13][CH:12]=3)[NH:8][N:9]=2)[CH:25]=[CH:26][CH:27]=[CH:28][CH:29]=1. The catalyst class is: 459. (7) Reactant: FC(F)(F)C(O)=O.[C:8]1([CH3:28])[CH:13]=[C:12]([CH3:14])[CH:11]=[C:10]([CH3:15])[C:9]=1[S:16]([O:19][NH:20]C(=O)OC(C)(C)C)(=[O:18])=[O:17].[N:29]1[C:38]2[CH:37]=[CH:36][N:35]=[C:34]([NH2:39])[C:33]=2[CH:32]=[CH:31][CH:30]=1. Product: [NH2:20][N:35]1[CH:36]=[CH:37][C:38]2[N:29]=[CH:30][CH:31]=[CH:32][C:33]=2[C:34]1=[NH2+:39].[CH3:15][C:10]1[CH:11]=[C:12]([CH3:14])[CH:13]=[C:8]([CH3:28])[C:9]=1[S:16]([O-:19])(=[O:18])=[O:17]. The catalyst class is: 2.